Predict the product of the given reaction. From a dataset of Forward reaction prediction with 1.9M reactions from USPTO patents (1976-2016). (1) Given the reactants C(OC([N:8]1[C:12]2[CH:13]=[CH:14][CH:15]=[C:16]([NH2:17])[C:11]=2[N:10]=[C:9]1[NH:18][CH2:19][CH:20]1[CH2:25][CH2:24][N:23]([CH2:26][C:27]2[CH:32]=[CH:31][C:30]([Cl:33])=[C:29]([Cl:34])[CH:28]=2)[CH2:22][CH2:21]1)=O)(C)(C)C.O1CCOCC1.Cl, predict the reaction product. The product is: [Cl:34][C:29]1[CH:28]=[C:27]([CH:32]=[CH:31][C:30]=1[Cl:33])[CH2:26][N:23]1[CH2:24][CH2:25][CH:20]([CH2:19][NH:18][C:9]2[NH:8][C:12]3[CH:13]=[CH:14][CH:15]=[C:16]([NH2:17])[C:11]=3[N:10]=2)[CH2:21][CH2:22]1. (2) The product is: [Cl:2][C:3]1[CH:28]=[CH:27][C:6]2[N:7]3[C:11]([CH2:12][N:13]([S:37]([CH3:36])(=[O:39])=[O:38])[CH2:14][C:5]=2[CH:4]=1)=[N:10][N:9]=[C:8]3[C@H:15]1[CH2:20][CH2:19][C@H:18]([C:21]2[N:25]=[C:24]([CH3:26])[O:23][N:22]=2)[CH2:17][CH2:16]1. Given the reactants Cl.[Cl:2][C:3]1[CH:28]=[CH:27][C:6]2[N:7]3[C:11]([CH2:12][NH:13][CH2:14][C:5]=2[CH:4]=1)=[N:10][N:9]=[C:8]3[C@H:15]1[CH2:20][CH2:19][C@H:18]([C:21]2[N:25]=[C:24]([CH3:26])[O:23][N:22]=2)[CH2:17][CH2:16]1.C(N(CC)CC)C.[CH3:36][S:37](Cl)(=[O:39])=[O:38], predict the reaction product. (3) Given the reactants [Br:1]N1C(=O)CCC1=O.[C:9]([O:13][C:14]([N:16]1[CH2:25][C:24]2[N:20]([CH:21]=[N:22][N:23]=2)[C:19]2[CH:26]=[CH:27][C:28]([Cl:30])=[CH:29][C:18]=2[CH2:17]1)=[O:15])([CH3:12])([CH3:11])[CH3:10], predict the reaction product. The product is: [C:9]([O:13][C:14]([N:16]1[CH2:25][C:24]2[N:20]([C:21]([Br:1])=[N:22][N:23]=2)[C:19]2[CH:26]=[CH:27][C:28]([Cl:30])=[CH:29][C:18]=2[CH2:17]1)=[O:15])([CH3:12])([CH3:10])[CH3:11]. (4) Given the reactants [Cl:1][C:2]1[C:10]([O:11][CH2:12][CH2:13][CH2:14]Cl)=[CH:9][C:8]([C:16]2[N:17]([C:32]([O:34][C:35]([CH3:38])([CH3:37])[CH3:36])=[O:33])[C:18]3[C:23]([CH:24]=2)=[CH:22][C:21]([CH2:25][N:26]2[CH2:31][CH2:30][CH2:29][CH2:28][CH2:27]2)=[CH:20][CH:19]=3)=[C:7]2[C:3]=1[CH2:4][NH:5][C:6]2=[O:39].[CH3:40][N:41]1[CH2:46][CH2:45][NH:44][CH2:43][CH2:42]1.O, predict the reaction product. The product is: [Cl:1][C:2]1[C:10]([O:11][CH2:12][CH2:13][CH2:14][N:44]2[CH2:45][CH2:46][N:41]([CH3:40])[CH2:42][CH2:43]2)=[CH:9][C:8]([C:16]2[N:17]([C:32]([O:34][C:35]([CH3:38])([CH3:37])[CH3:36])=[O:33])[C:18]3[C:23]([CH:24]=2)=[CH:22][C:21]([CH2:25][N:26]2[CH2:27][CH2:28][CH2:29][CH2:30][CH2:31]2)=[CH:20][CH:19]=3)=[C:7]2[C:3]=1[CH2:4][NH:5][C:6]2=[O:39].